Dataset: Full USPTO retrosynthesis dataset with 1.9M reactions from patents (1976-2016). Task: Predict the reactants needed to synthesize the given product. (1) Given the product [CH:11]1([NH:1][CH2:2][C:3]([F:10])([F:9])[C:4]([O:6][CH2:7][CH3:8])=[O:5])[CH2:15][CH2:14][CH2:13][CH2:12]1, predict the reactants needed to synthesize it. The reactants are: [NH2:1][CH2:2][C:3]([F:10])([F:9])[C:4]([O:6][CH2:7][CH3:8])=[O:5].[C:11]1(=O)[CH2:15][CH2:14][CH2:13][CH2:12]1.CC([O-])=O.[Na+].C(O[BH-](OC(=O)C)OC(=O)C)(=O)C.[Na+].C([O-])(O)=O.[Na+]. (2) Given the product [Br:1][CH2:10][C:11]1[C:19]2[C:14](=[N:15][CH:16]=[CH:17][CH:18]=2)[S:13][N:12]=1, predict the reactants needed to synthesize it. The reactants are: [Br:1]NC(=O)CCC(N)=O.[CH3:10][C:11]1[C:19]2[C:14](=[N:15][CH:16]=[CH:17][CH:18]=2)[S:13][N:12]=1.C(OOC(=O)C1C=CC=CC=1)(=O)C1C=CC=CC=1. (3) Given the product [F:1][C:2]1[CH:3]=[C:4]([C:21]([CH3:23])([CH3:22])[CH2:20][C:16]([OH:15])([C:24]([F:25])([F:26])[F:27])[C:17]([OH:19])=[O:18])[C:5]2[O:9][CH2:8][CH2:7][C:6]=2[CH:10]=1, predict the reactants needed to synthesize it. The reactants are: [F:1][C:2]1[CH:3]=[CH:4][C:5]2[O:9][CH2:8][CH2:7][C:6]=2[CH:10]=1.[Al+3].[Cl-].[Cl-].[Cl-].[OH:15][C:16]([C:24]([F:27])([F:26])[F:25])([CH:20]=[C:21]([CH3:23])[CH3:22])[C:17]([OH:19])=[O:18].Cl. (4) Given the product [F:1][C:2]([F:29])([F:28])[C:3]1[CH:4]=[C:5]([NH:13][C:14]([N:16]2[CH2:21][CH2:20][N:19]([C:22]3[C:26]([O:39][CH2:38][C:34]4[CH:35]=[CH:36][CH:37]=[C:32]([N:31]([CH3:40])[CH3:30])[CH:33]=4)=[N:25][S:24][N:23]=3)[CH2:18][CH2:17]2)=[O:15])[CH:6]=[C:7]([C:9]([F:12])([F:11])[F:10])[CH:8]=1, predict the reactants needed to synthesize it. The reactants are: [F:1][C:2]([F:29])([F:28])[C:3]1[CH:4]=[C:5]([NH:13][C:14]([N:16]2[CH2:21][CH2:20][N:19]([C:22]3[C:26](Cl)=[N:25][S:24][N:23]=3)[CH2:18][CH2:17]2)=[O:15])[CH:6]=[C:7]([C:9]([F:12])([F:11])[F:10])[CH:8]=1.[CH3:30][N:31]([CH3:40])[C:32]1[CH:33]=[C:34]([CH2:38][OH:39])[CH:35]=[CH:36][CH:37]=1.C(C(CCC)[O-])(C)(C)C.[K+].C(O)(C)(C)C. (5) Given the product [F:13][C:14]1[CH:19]=[CH:18][CH:17]=[CH:16][C:15]=1[C:20]1[N:21]=[CH:22][C:23]([C:24]2[NH:12][C:7]3[CH:6]=[C:5]([S:2]([CH3:1])(=[O:3])=[O:4])[CH:10]=[CH:9][C:8]=3[N:11]=2)=[CH:26][CH:27]=1, predict the reactants needed to synthesize it. The reactants are: [CH3:1][S:2]([C:5]1[CH:6]=[C:7]([NH2:12])[C:8]([NH2:11])=[CH:9][CH:10]=1)(=[O:4])=[O:3].[F:13][C:14]1[CH:19]=[CH:18][CH:17]=[CH:16][C:15]=1[C:20]1[CH:27]=[CH:26][C:23]([CH:24]=O)=[CH:22][N:21]=1.